This data is from NCI-60 drug combinations with 297,098 pairs across 59 cell lines. The task is: Regression. Given two drug SMILES strings and cell line genomic features, predict the synergy score measuring deviation from expected non-interaction effect. (1) Drug 1: C1CN(P(=O)(OC1)NCCCl)CCCl. Drug 2: B(C(CC(C)C)NC(=O)C(CC1=CC=CC=C1)NC(=O)C2=NC=CN=C2)(O)O. Cell line: CAKI-1. Synergy scores: CSS=34.7, Synergy_ZIP=1.75, Synergy_Bliss=-0.522, Synergy_Loewe=-50.9, Synergy_HSA=-2.06. (2) Drug 1: CCCS(=O)(=O)NC1=C(C(=C(C=C1)F)C(=O)C2=CNC3=C2C=C(C=N3)C4=CC=C(C=C4)Cl)F. Drug 2: C1=C(C(=O)NC(=O)N1)N(CCCl)CCCl. Cell line: SK-MEL-28. Synergy scores: CSS=33.8, Synergy_ZIP=-2.21, Synergy_Bliss=-2.36, Synergy_Loewe=-10.4, Synergy_HSA=-0.306.